Dataset: Full USPTO retrosynthesis dataset with 1.9M reactions from patents (1976-2016). Task: Predict the reactants needed to synthesize the given product. (1) The reactants are: [CH2:1]([OH:8])[C:2]1[CH:7]=[CH:6][CH:5]=[CH:4][CH:3]=1.[H-].[Na+].Br[C:12]1[CH:21]=[CH:20][C:15]([C:16]([O:18][CH3:19])=[O:17])=[CH:14][N:13]=1. Given the product [CH2:1]([O:8][C:12]1[CH:21]=[CH:20][C:15]([C:16]([O:18][CH3:19])=[O:17])=[CH:14][N:13]=1)[C:2]1[CH:7]=[CH:6][CH:5]=[CH:4][CH:3]=1, predict the reactants needed to synthesize it. (2) Given the product [Cl:19][C:17](=[CH2:18])[CH2:16][N:15]1[C@H:13]2[CH:12]=[CH:11][C@@H:10]1[CH2:9][C:8]([C:4]1[CH:5]=[N:6][CH:7]=[C:2]([C:23]#[N:24])[CH:3]=1)([C:20](=[S:22])[NH2:21])[CH2:14]2, predict the reactants needed to synthesize it. The reactants are: Br[C:2]1[CH:3]=[C:4]([C:8]2([C:20](=[S:22])[NH2:21])[CH2:14][C@H:13]3[N:15]([CH2:16][C:17]([Cl:19])=[CH2:18])[C@H:10]([CH:11]=[CH:12]3)[CH2:9]2)[CH:5]=[N:6][CH:7]=1.[CH3:23][N:24](C)C(=O)C. (3) The reactants are: [C:1](/[C:3](=[C:16](\[C:18]1[CH:23]=[CH:22][C:21]([OH:24])=[CH:20][CH:19]=1)/[CH3:17])/[C:4]([NH:6][CH2:7][CH2:8][CH2:9][CH2:10][CH2:11][CH2:12][CH2:13][CH2:14][CH3:15])=[O:5])#[N:2].S(Cl)([Cl:28])(=O)=O.C(=O)([O-])O.[Na+]. Given the product [Cl:28][C:22]1[CH:23]=[C:18](/[C:16](/[CH3:17])=[C:3](\[C:1]#[N:2])/[C:4]([NH:6][CH2:7][CH2:8][CH2:9][CH2:10][CH2:11][CH2:12][CH2:13][CH2:14][CH3:15])=[O:5])[CH:19]=[CH:20][C:21]=1[OH:24], predict the reactants needed to synthesize it. (4) Given the product [NH2:2][C:3]1[CH:8]=[CH:7][N:6]2[CH:9]=[C:10]([C:12]3[CH:13]=[C:14]([O:18][C:19](=[O:21])[CH3:20])[CH:15]=[CH:16][CH:17]=3)[N:11]=[C:5]2[N:4]=1, predict the reactants needed to synthesize it. The reactants are: Br.[NH2:2][C:3]1[CH:8]=[CH:7][N:6]2[CH:9]=[C:10]([C:12]3[CH:13]=[C:14]([OH:18])[CH:15]=[CH:16][CH:17]=3)[N:11]=[C:5]2[N:4]=1.[C:19](OC(=O)C)(=[O:21])[CH3:20].N1C=CC=CC=1.C([O-])(O)=O.[Na+]. (5) Given the product [CH3:9][O:10][C:11](=[O:22])[C:12]1[CH:13]=[CH:14][C:15]([N+:18]([O-:20])=[O:19])=[C:16]([O:3][CH:4]2[CH2:8][CH2:7][O:6][CH2:5]2)[CH:17]=1, predict the reactants needed to synthesize it. The reactants are: [H-].[Na+].[OH:3][CH:4]1[CH2:8][CH2:7][O:6][CH2:5]1.[CH3:9][O:10][C:11](=[O:22])[C:12]1[CH:17]=[CH:16][C:15]([N+:18]([O-:20])=[O:19])=[C:14](F)[CH:13]=1. (6) Given the product [CH2:45]([S:44][C:42]([N:13]1[CH:12]=[C:11]2[C:15]([C:7]([C:5](=[O:6])[NH:4][CH:1]([CH3:3])[CH3:2])=[C:8]([NH:17][C:18]([C:20]3[N:21]([C:27]4[C:32]([Cl:33])=[CH:31][CH:30]=[CH:29][N:28]=4)[N:22]=[C:23]([O:25][CH3:26])[CH:24]=3)=[O:19])[C:9]([CH3:16])=[CH:10]2)=[N:14]1)=[O:43])[CH2:46][CH2:47][CH2:48][CH2:49][CH2:50][CH2:51][CH3:52], predict the reactants needed to synthesize it. The reactants are: [CH:1]([NH:4][C:5]([C:7]1[C:15]2[C:11](=[CH:12][NH:13][N:14]=2)[CH:10]=[C:9]([CH3:16])[C:8]=1[NH:17][C:18]([C:20]1[N:21]([C:27]2[C:32]([Cl:33])=[CH:31][CH:30]=[CH:29][N:28]=2)[N:22]=[C:23]([O:25][CH3:26])[CH:24]=1)=[O:19])=[O:6])([CH3:3])[CH3:2].C(N(CC)CC)C.Cl[C:42]([S:44][CH2:45][CH2:46][CH2:47][CH2:48][CH2:49][CH2:50][CH2:51][CH3:52])=[O:43]. (7) Given the product [O:21]1[C:22]2[CH:23]=[CH:24][C:15]([C:16]3[C:17]([CH3:22])=[CH:18][CH:19]=[C:26]([CH3:27])[C:15]=3[CH:1]=[O:4])=[CH:16][C:17]=2[CH2:18][CH2:19][CH2:20]1, predict the reactants needed to synthesize it. The reactants are: [C:1](=[O:4])([O-])[O-].[Na+].[Na+].CC1(C)C(C)(C)OB([C:15]2[CH:16]=[C:17]3[C:22](=[CH:23][CH:24]=2)[O:21][CH2:20][CH2:19][CH2:18]3)O1.[CH2:26](O)[CH3:27].O. (8) Given the product [Br:16][C:5]1[C:4]([C:7]2[CH:8]=[CH:9][C:10]([N+:13]([O-:15])=[O:14])=[CH:11][CH:12]=2)=[N:3][N:2]([CH3:1])[CH:6]=1, predict the reactants needed to synthesize it. The reactants are: [CH3:1][N:2]1[CH:6]=[CH:5][C:4]([C:7]2[CH:12]=[CH:11][C:10]([N+:13]([O-:15])=[O:14])=[CH:9][CH:8]=2)=[N:3]1.[Br:16]Br.CCOC(C)=O.